From a dataset of Reaction yield outcomes from USPTO patents with 853,638 reactions. Predict the reaction yield, written as a fraction of the theoretical maximum amount of product (1.0 means a 100% yield; for example, 0.34 means a 34% yield). The reactants are [CH3:1][C:2]([O:5][C:6]([NH:8][C@@H:9]([CH2:28][CH3:29])[C:10]([NH:12][C@@H:13]([CH2:20][CH2:21][C:22]1[CH:27]=[CH:26][CH:25]=[CH:24][CH:23]=1)/[CH:14]=[CH:15]/[C:16]([O:18]C)=[O:17])=[O:11])=[O:7])([CH3:4])[CH3:3].[Li+].[OH-].Cl. The catalyst is C1COCC1.O. The product is [CH3:4][C:2]([O:5][C:6]([NH:8][C@@H:9]([CH2:28][CH3:29])[C:10]([NH:12][C@@H:13]([CH2:20][CH2:21][C:22]1[CH:23]=[CH:24][CH:25]=[CH:26][CH:27]=1)/[CH:14]=[CH:15]/[C:16]([OH:18])=[O:17])=[O:11])=[O:7])([CH3:1])[CH3:3]. The yield is 0.890.